From a dataset of Forward reaction prediction with 1.9M reactions from USPTO patents (1976-2016). Predict the product of the given reaction. (1) Given the reactants [CH3:1][C:2]1[CH:3]=[C:4]([N:9]([CH2:24][CH2:25][C:26]2[CH:31]=[CH:30][C:29]([CH3:32])=[CH:28][CH:27]=2)[C:10]([CH:12](OS(C)(=O)=O)[C:13]2[CH:18]=[CH:17][CH:16]=[CH:15][CH:14]=2)=[O:11])[CH:5]=[CH:6][C:7]=1[CH3:8].[NH:33]1[CH2:38][CH2:37][CH:36]([OH:39])[CH2:35][CH2:34]1, predict the reaction product. The product is: [CH3:1][C:2]1[CH:3]=[C:4]([N:9]([CH2:24][CH2:25][C:26]2[CH:27]=[CH:28][C:29]([CH3:32])=[CH:30][CH:31]=2)[C:10](=[O:11])[CH:12]([N:33]2[CH2:38][CH2:37][CH:36]([OH:39])[CH2:35][CH2:34]2)[C:13]2[CH:18]=[CH:17][CH:16]=[CH:15][CH:14]=2)[CH:5]=[CH:6][C:7]=1[CH3:8]. (2) The product is: [CH3:8][CH:7]([C:6](=[O:9])[CH:3]1[CH2:4][CH2:5][O:1][CH2:2]1)[CH:10]=[O:11]. Given the reactants [O:1]1[CH2:5][CH2:4][CH:3]([C:6](=[O:9])[CH2:7][CH3:8])[CH2:2]1.[CH3:10][O-:11].[Na+], predict the reaction product. (3) Given the reactants [NH:1]1[C:5]([C:6]2[CH:7]=[C:8]([C:12]3[N:17]4[N:18]=[CH:19][C:20]([C:21]([C:23]5[S:24][CH:25]=[CH:26][CH:27]=5)=[O:22])=[C:16]4[N:15]=[CH:14][CH:13]=3)[CH:9]=[CH:10][CH:11]=2)=[N:4][N:3]=[N:2]1.Br[CH2:29][CH2:30][OH:31], predict the reaction product. The product is: [OH:31][CH2:30][CH2:29][N:3]1[N:2]=[N:1][C:5]([C:6]2[CH:7]=[C:8]([C:12]3[N:17]4[N:18]=[CH:19][C:20]([C:21]([C:23]5[S:24][CH:25]=[CH:26][CH:27]=5)=[O:22])=[C:16]4[N:15]=[CH:14][CH:13]=3)[CH:9]=[CH:10][CH:11]=2)=[N:4]1. (4) Given the reactants [NH2:1][C:2]1[CH:7]=[CH:6][CH:5]=[C:4]([CH3:8])[C:3]=1[NH:9][C:10]1[CH:11]=[C:12]2[C:17](=[CH:18][N:19]=1)[CH2:16][N:15]([C:20]1[C:25]([F:26])=[C:24]([O:27][CH3:28])[CH:23]=[C:22]([O:29][CH3:30])[C:21]=1[F:31])[C:14](=[O:32])[C:13]12[CH2:34][CH2:33]1.C(N(CC)C(C)C)(C)C.[C:44](Cl)(=[O:47])[CH:45]=[CH2:46], predict the reaction product. The product is: [F:31][C:21]1[C:22]([O:29][CH3:30])=[CH:23][C:24]([O:27][CH3:28])=[C:25]([F:26])[C:20]=1[N:15]1[C:14](=[O:32])[C:13]2([CH2:34][CH2:33]2)[C:12]2[C:17](=[CH:18][N:19]=[C:10]([NH:9][C:3]3[C:4]([CH3:8])=[CH:5][CH:6]=[CH:7][C:2]=3[NH:1][C:44](=[O:47])[CH:45]=[CH2:46])[CH:11]=2)[CH2:16]1. (5) Given the reactants [NH2:1][C:2]1[CH:17]=[CH:16][C:5]2[N:6]([CH3:15])[C:7](=[O:14])[N:8]([CH2:9][C:10]([F:13])([F:12])[F:11])[C:4]=2[CH:3]=1.C(O[CH:21]=[C:22]([C:28](=[O:35])[NH:29][C:30](OCC)=[O:31])[C:23]([O:25][CH2:26][CH3:27])=[O:24])C.CC(C)([O-])C.[K+].Cl, predict the reaction product. The product is: [CH3:15][N:6]1[C:5]2[CH:16]=[CH:17][C:2]([N:1]3[CH:21]=[C:22]([C:23]([O:25][CH2:26][CH3:27])=[O:24])[C:28](=[O:35])[NH:29][C:30]3=[O:31])=[CH:3][C:4]=2[N:8]([CH2:9][C:10]([F:13])([F:12])[F:11])[C:7]1=[O:14].